This data is from Full USPTO retrosynthesis dataset with 1.9M reactions from patents (1976-2016). The task is: Predict the reactants needed to synthesize the given product. (1) The reactants are: O=S1(=O)[CH2:7][CH2:6][N:5]([CH2:8][CH2:9][NH:10][C@:11]23[CH2:45][CH2:44][C@@H:43]([CH:46]([CH3:48])[CH3:47])[C@@H:12]2[C@@H:13]2[C@@:26]([CH3:29])([CH2:27][CH2:28]3)[C@@:25]3([CH3:30])[C@@H:16]([C@:17]4([CH3:42])[C@@H:22]([CH2:23][CH2:24]3)[C:21]([CH3:32])([CH3:31])[C@@H:20]([C:33]3[CH:41]=[CH:40][C:36]([C:37]([OH:39])=[O:38])=[CH:35][CH:34]=3)[CH2:19][CH2:18]4)[CH2:15][CH2:14]2)[CH2:4][CH2:3]1.ClCCN1CC[O:56]CC1. Given the product [CH:46]([C@H:43]1[C@@H:12]2[C@@H:13]3[C@@:26]([CH3:29])([CH2:27][CH2:28][C@@:11]2([NH:10][CH2:9][CH2:8][N:5]2[CH2:4][CH2:3][O:56][CH2:7][CH2:6]2)[CH2:45][CH2:44]1)[C@@:25]1([CH3:30])[C@@H:16]([C@:17]2([CH3:42])[C@@H:22]([CH2:23][CH2:24]1)[C:21]([CH3:31])([CH3:32])[C@@H:20]([C:33]1[CH:34]=[CH:35][C:36]([C:37]([OH:39])=[O:38])=[CH:40][CH:41]=1)[CH2:19][CH2:18]2)[CH2:15][CH2:14]3)([CH3:47])[CH3:48], predict the reactants needed to synthesize it. (2) Given the product [Cl:49][C:44]1[CH:43]=[C:42]([CH:40]([OH:41])[CH2:39][N:38]([CH3:35])[C:2](=[O:4])[NH:13][C:14]2[CH:15]=[CH:16][C:17]([CH2:18][NH:19][C:20](=[O:25])[C:21]([CH3:23])([CH3:24])[CH3:22])=[CH:26][CH:27]=2)[CH:47]=[CH:46][C:50]=1[Cl:52], predict the reactants needed to synthesize it. The reactants are: Cl[C:2](Cl)([O:4]C(=O)OC(Cl)(Cl)Cl)Cl.[NH2:13][C:14]1[CH:27]=[CH:26][C:17]([CH2:18][NH:19][C:20](=[O:25])[C:21]([CH3:24])([CH3:23])[CH3:22])=[CH:16][CH:15]=1.C(N(CC)CC)C.[CH:35]([NH:38][CH2:39][CH:40]([C:42]1[CH:47]=[CH:46]C(Cl)=[C:44]([Cl:49])[CH:43]=1)[OH:41])(C)C.[CH2:50]([Cl:52])Cl.